This data is from NCI-60 drug combinations with 297,098 pairs across 59 cell lines. The task is: Regression. Given two drug SMILES strings and cell line genomic features, predict the synergy score measuring deviation from expected non-interaction effect. Drug 1: CC(C1=C(C=CC(=C1Cl)F)Cl)OC2=C(N=CC(=C2)C3=CN(N=C3)C4CCNCC4)N. Drug 2: C1=C(C(=O)NC(=O)N1)N(CCCl)CCCl. Cell line: SF-295. Synergy scores: CSS=43.1, Synergy_ZIP=0.556, Synergy_Bliss=3.09, Synergy_Loewe=-1.65, Synergy_HSA=5.08.